This data is from Forward reaction prediction with 1.9M reactions from USPTO patents (1976-2016). The task is: Predict the product of the given reaction. (1) Given the reactants C(=O)([O-])[O-].[K+].[K+].[N+]([C:10]1[CH:17]=[CH:16][CH:15]=[C:12]([C:13]#[N:14])[C:11]=1[C:18]#[N:19])([O-])=O.[CH2:20]([C:29]1[CH:34]=[CH:33][C:32]([OH:35])=[CH:31][CH:30]=1)[CH2:21][CH2:22][CH2:23][CH2:24][CH2:25][CH2:26][CH2:27][CH3:28], predict the reaction product. The product is: [CH2:20]([C:29]1[CH:30]=[CH:31][C:32]([O:35][C:10]2[CH:17]=[CH:16][CH:15]=[C:12]([C:13]#[N:14])[C:11]=2[C:18]#[N:19])=[CH:33][CH:34]=1)[CH2:21][CH2:22][CH2:23][CH2:24][CH2:25][CH2:26][CH2:27][CH3:28]. (2) Given the reactants [NH2:1][CH2:2][C:3]([CH3:7])([CH3:6])[CH2:4][OH:5].[CH2:8]=[C:9]1[O:13][C:11](=[O:12])[CH2:10]1, predict the reaction product. The product is: [OH:5][CH2:4][C:3]([CH3:7])([CH3:6])[CH2:2][NH:1][C:11](=[O:12])[CH2:10][C:9](=[O:13])[CH3:8]. (3) Given the reactants [Cl:1][C:2]1[CH:7]=[CH:6][CH:5]=[CH:4][C:3]=1[C:8](=[O:14])[CH2:9][C:10]([O:12][CH3:13])=[O:11].C1(C(C(=[CH:26][N:27]([CH3:29])[CH3:28])C(OCC)=O)=O)CC1, predict the reaction product. The product is: [Cl:1][C:2]1[CH:7]=[CH:6][CH:5]=[CH:4][C:3]=1[C:8](/[C:9](=[CH:26]/[N:27]([CH3:29])[CH3:28])/[C:10]([O:12][CH3:13])=[O:11])=[O:14]. (4) Given the reactants C[C:2]([CH2:6]C(O)=O)([C:4]#[CH:5])[CH3:3].[CH3:3][C:2](OC(=O)C)([CH3:6])[C:4]#[CH:5].C(N(CC)CC)C.[CH3:26][N:27]1[CH2:32][CH2:31][NH:30][CH2:29][CH2:28]1, predict the reaction product. The product is: [CH3:6][C:2]([N:30]1[CH2:31][CH2:32][N:27]([CH3:26])[CH2:28][CH2:29]1)([CH3:3])[C:4]#[CH:5]. (5) The product is: [Br:1][C:2]1[CH:3]=[C:4]2[C:8](=[CH:9][CH:10]=1)[N:7]([S:17]([C:14]1[CH:15]=[CH:16][C:11]([CH3:21])=[CH:12][CH:13]=1)(=[O:19])=[O:18])[CH:6]=[CH:5]2. Given the reactants [Br:1][C:2]1[CH:3]=[C:4]2[C:8](=[CH:9][CH:10]=1)[NH:7][CH:6]=[CH:5]2.[C:11]1([CH3:21])[CH:16]=[CH:15][C:14]([S:17](Cl)(=[O:19])=[O:18])=[CH:13][CH:12]=1.[OH-].[K+], predict the reaction product. (6) Given the reactants [Cl:1][C:2]1[C:7]([CH:8]=O)=[C:6](Cl)[CH:5]=[C:4]([Cl:11])[N:3]=1.CCN(C(C)C)C(C)C.Cl.[CH3:22][O:23][C:24]1[CH:29]=[CH:28][C:27]([CH2:30][NH:31][NH2:32])=[CH:26][CH:25]=1, predict the reaction product. The product is: [Cl:1][C:2]1[C:7]2[CH:8]=[N:32][N:31]([CH2:30][C:27]3[CH:28]=[CH:29][C:24]([O:23][CH3:22])=[CH:25][CH:26]=3)[C:6]=2[CH:5]=[C:4]([Cl:11])[N:3]=1. (7) The product is: [CH2:1]([O:5][C:6]1[CH:7]=[C:8]2[C:12](=[CH:13][CH:14]=1)[NH:11][C:10]([CH3:15])=[C:9]2[CH:26]=[O:27])[CH2:2][CH2:3][CH3:4]. Given the reactants [CH2:1]([O:5][C:6]1[CH:7]=[C:8]2[C:12](=[CH:13][CH:14]=1)[NH:11][C:10]([CH3:15])=[CH:9]2)[CH2:2][CH2:3][CH3:4].CC1NC2C(C=1[CH:26]=[O:27])=CC(OCCC)=CC=2, predict the reaction product. (8) Given the reactants [CH3:1][C:2]1[O:6][N:5]=[C:4]([C:7]2[CH:12]=[CH:11][CH:10]=[CH:9][CH:8]=2)[C:3]=1[CH2:13][O:14][C:15]1[CH:19]=[C:18]([C:20]([OH:22])=O)[O:17][N:16]=1.F[B-](F)(F)F.[N:28]1(OC(N(C)C)=[N+](C)C)[C:32]2[CH:33]=[CH:34][CH:35]=CC=2N=[N:29]1.C(N(CC)C(C)C)(C)C.Cl.NN1CCCC1, predict the reaction product. The product is: [N:28]1([NH:29][C:20]([C:18]2[O:17][N:16]=[C:15]([O:14][CH2:13][C:3]3[C:4]([C:7]4[CH:8]=[CH:9][CH:10]=[CH:11][CH:12]=4)=[N:5][O:6][C:2]=3[CH3:1])[CH:19]=2)=[O:22])[CH2:32][CH2:33][CH2:34][CH2:35]1.